Task: Predict which catalyst facilitates the given reaction.. Dataset: Catalyst prediction with 721,799 reactions and 888 catalyst types from USPTO (1) Reactant: Br[C:2]1[CH:7]=[C:6]([CH3:8])[C:5]([O:9][CH:10]([CH3:12])[CH3:11])=[CH:4][C:3]=1[CH3:13].O1CCCC1.[Mg].C[O:21][B:22](OC)[O:23]C. Product: [CH:10]([O:9][C:5]1[C:6]([CH3:8])=[CH:7][C:2]([B:22]([OH:23])[OH:21])=[C:3]([CH3:13])[CH:4]=1)([CH3:12])[CH3:11]. The catalyst class is: 146. (2) Reactant: [C:1]([O:5][C:6](=[O:37])[NH:7][C:8]1[N:13]=[CH:12][C:11]([C:14]2[N:15]=[C:16]([N:31]3[CH2:36][CH2:35][O:34][CH2:33][CH2:32]3)[C:17]3[N:23]=[CH:22][C:21]([C:24]4[CH:29]=[CH:28][CH:27]=[C:26]([NH2:30])[CH:25]=4)=[CH:20][C:18]=3[N:19]=2)=[CH:10][N:9]=1)([CH3:4])([CH3:3])[CH3:2].N1C=CC=CC=1.[F:44][C:45]1[CH:50]=[CH:49][C:48]([S:51](Cl)(=[O:53])=[O:52])=[CH:47][CH:46]=1. Product: [C:1]([O:5][C:6](=[O:37])[NH:7][C:8]1[N:9]=[CH:10][C:11]([C:14]2[N:15]=[C:16]([N:31]3[CH2:32][CH2:33][O:34][CH2:35][CH2:36]3)[C:17]3[N:23]=[CH:22][C:21]([C:24]4[CH:29]=[CH:28][CH:27]=[C:26]([NH:30][S:51]([C:48]5[CH:49]=[CH:50][C:45]([F:44])=[CH:46][CH:47]=5)(=[O:53])=[O:52])[CH:25]=4)=[CH:20][C:18]=3[N:19]=2)=[CH:12][N:13]=1)([CH3:4])([CH3:2])[CH3:3]. The catalyst class is: 254. (3) Reactant: [Si]([O:18][C:19]1[CH:55]=[CH:54][C:22]([O:23][CH2:24][C@@H:25]([OH:53])[CH2:26][NH:27][CH2:28][CH2:29][C:30]2[CH:52]=[CH:51][C:33]([NH:34][C:35]3[C:40]([NH:41][C:42]([NH:44][CH2:45][CH2:46][CH2:47][CH2:48][CH2:49][CH3:50])=[O:43])=[CH:39][CH:38]=[CH:37][N:36]=3)=[CH:32][CH:31]=2)=[CH:21][CH:20]=1)(C(C)(C)C)(C1C=CC=CC=1)C1C=CC=CC=1. Product: [CH2:45]([NH:44][C:42]([NH:41][C:40]1[C:35]([NH:34][C:33]2[CH:51]=[CH:52][C:30]([CH2:29][CH2:28][NH:27][CH2:26][C@H:25]([OH:53])[CH2:24][O:23][C:22]3[CH:21]=[CH:20][C:19]([OH:18])=[CH:55][CH:54]=3)=[CH:31][CH:32]=2)=[N:36][CH:37]=[CH:38][CH:39]=1)=[O:43])[CH2:46][CH2:47][CH2:48][CH2:49][CH3:50]. The catalyst class is: 147. (4) Reactant: [C:1]([O:5][C:6]([N:8]1[CH2:12][C@:11]([C:14](C)(C)[O:15][SiH2]C(C)(C)C)([F:13])[CH2:10][C@H:9]1[C:23]([O:25][CH2:26][C:27]1[CH:32]=[CH:31][CH:30]=[CH:29][CH:28]=1)=[O:24])=[O:7])([CH3:4])([CH3:3])[CH3:2].CCCC[N+](CCCC)(CCCC)CCCC.[F-].O. Product: [C:1]([O:5][C:6]([N:8]1[CH2:12][C@@:11]([F:13])([CH2:14][OH:15])[CH2:10][C@H:9]1[C:23]([O:25][CH2:26][C:27]1[CH:28]=[CH:29][CH:30]=[CH:31][CH:32]=1)=[O:24])=[O:7])([CH3:4])([CH3:2])[CH3:3]. The catalyst class is: 1. (5) Reactant: Cl[C:2]1[C:11]2=[N:12][N:13](CC3C=CC(OC)=CC=3)[CH:14]=[C:10]2[C:9]2[C:4](=[CH:5][CH:6]=[C:7]([O:24][CH3:25])[N:8]=2)[N:3]=1.[NH:26]1[C:34]2[C:29](=[CH:30][C:31]([NH2:35])=[CH:32][CH:33]=2)[CH:28]=[N:27]1.Cl. Product: [NH:26]1[C:34]2[C:29](=[CH:30][C:31]([NH:35][C:2]3[C:11]4[C:10](=[CH:14][NH:13][N:12]=4)[C:9]4[C:4]([N:3]=3)=[CH:5][CH:6]=[C:7]([O:24][CH3:25])[N:8]=4)=[CH:32][CH:33]=2)[CH:28]=[N:27]1. The catalyst class is: 71. (6) Reactant: C([O:3][C:4](=[O:20])[CH:5]([O:18][CH3:19])[CH2:6][C:7]1[CH:12]=[CH:11][C:10]([C:13]#[C:14][CH2:15][CH2:16][OH:17])=[CH:9][CH:8]=1)C.O[C:22]1[CH:23]=[C:24]2[C:29](=[CH:30][CH:31]=1)[O:28][C:27]([C:32]1[CH:37]=[CH:36][CH:35]=[CH:34][CH:33]=1)=[CH:26][C:25]2=[O:38].CC(OC(/N=N/C(OC(C)C)=O)=O)C.CCOC(/N=N/C(OCC)=O)=O. Product: [CH3:19][O:18][C@@H:5]([CH2:6][C:7]1[CH:8]=[CH:9][C:10]([C:13]#[C:14][CH2:15][CH2:16][O:17][C:22]2[CH:23]=[C:24]3[C:29](=[CH:30][CH:31]=2)[O:28][C:27]([C:32]2[CH:33]=[CH:34][CH:35]=[CH:36][CH:37]=2)=[CH:26][C:25]3=[O:38])=[CH:11][CH:12]=1)[C:4]([OH:3])=[O:20]. The catalyst class is: 11. (7) Reactant: [CH3:1][O:2][C:3]1[CH:4]=[C:5]2[C:10](=[CH:11][C:12]=1[O:13][CH3:14])[N:9]=[N:8][CH:7]=[C:6]2O.P(Br)(Br)([Br:18])=O.C([O-])(=O)C.[Na+].C(O)C. Product: [Br:18][C:6]1[C:5]2[C:10](=[CH:11][C:12]([O:13][CH3:14])=[C:3]([O:2][CH3:1])[CH:4]=2)[N:9]=[N:8][CH:7]=1. The catalyst class is: 22. (8) Reactant: [CH3:1][O:2][C:3](=[O:17])[CH2:4][CH:5]([NH:9][C:10]([O:12][C:13]([CH3:16])([CH3:15])[CH3:14])=[O:11])[C:6](O)=[O:7].CCN(CC)CC.ClC(OCC)=O.[BH4-].[Na+].OS([O-])(=O)=O.[Na+]. Product: [CH3:1][O:2][C:3](=[O:17])[CH2:4][CH:5]([NH:9][C:10]([O:12][C:13]([CH3:15])([CH3:14])[CH3:16])=[O:11])[CH2:6][OH:7]. The catalyst class is: 36. (9) Reactant: [CH3:1][N:2]1[C:15]2[CH:14]=[C:13]([CH:16]([CH2:22][CH:23]3[CH2:28][CH2:27][O:26][CH2:25][CH2:24]3)[C:17]([O:19]CC)=[O:18])[CH:12]=[CH:11][C:10]=2[S:9](=[O:30])(=[O:29])[C:8]2[C:3]1=[CH:4][CH:5]=[CH:6][CH:7]=2.[OH-].[Na+]. Product: [CH3:1][N:2]1[C:15]2[CH:14]=[C:13]([CH:16]([CH2:22][CH:23]3[CH2:28][CH2:27][O:26][CH2:25][CH2:24]3)[C:17]([OH:19])=[O:18])[CH:12]=[CH:11][C:10]=2[S:9](=[O:30])(=[O:29])[C:8]2[C:3]1=[CH:4][CH:5]=[CH:6][CH:7]=2. The catalyst class is: 5. (10) Reactant: Cl[C:2]1[N:7]=[C:6]([C@@H:8]([NH:18][C:19](=[O:36])[CH2:20][N:21]2[C:25]3[C:26]([F:31])([F:30])[C@@H:27]4[CH2:29][C@@H:28]4[C:24]=3[C:23]([C:32]([F:35])([F:34])[F:33])=[N:22]2)[CH2:9][C:10]2[CH:15]=[C:14]([F:16])[CH:13]=[C:12]([F:17])[CH:11]=2)[C:5]([C:37]2[CH:38]=[CH:39][C:40]([Cl:52])=[C:41]3[C:45]=2[N:44]([CH3:46])[N:43]=[C:42]3[NH:47][S:48]([CH3:51])(=[O:50])=[O:49])=[CH:4][CH:3]=1.[CH3:53][C:54]([N:58]1[CH:62]=[CH:61][N:60]=[CH:59]1)([C:56]#[CH:57])[CH3:55].C(NCC)C. Product: [N:58]1([C:54]([CH3:55])([CH3:53])[C:56]#[C:57][C:2]2[N:7]=[C:6]([C@@H:8]([NH:18][C:19](=[O:36])[CH2:20][N:21]3[C:25]4[C:26]([F:30])([F:31])[C@@H:27]5[CH2:29][C@@H:28]5[C:24]=4[C:23]([C:32]([F:33])([F:35])[F:34])=[N:22]3)[CH2:9][C:10]3[CH:15]=[C:14]([F:16])[CH:13]=[C:12]([F:17])[CH:11]=3)[C:5]([C:37]3[CH:38]=[CH:39][C:40]([Cl:52])=[C:41]4[C:45]=3[N:44]([CH3:46])[N:43]=[C:42]4[NH:47][S:48]([CH3:51])(=[O:50])=[O:49])=[CH:4][CH:3]=2)[CH:62]=[CH:61][N:60]=[CH:59]1. The catalyst class is: 122.